This data is from Full USPTO retrosynthesis dataset with 1.9M reactions from patents (1976-2016). The task is: Predict the reactants needed to synthesize the given product. (1) Given the product [Cl:1][C:2]1[CH:7]=[C:6]([Cl:8])[C:5]([Cl:9])=[CH:4][C:3]=1[O:10][CH2:18][C:19]#[N:20], predict the reactants needed to synthesize it. The reactants are: [Cl:1][C:2]1[CH:7]=[C:6]([Cl:8])[C:5]([Cl:9])=[CH:4][C:3]=1[OH:10].C(=O)([O-])[O-].[K+].[K+].Cl[CH2:18][C:19]#[N:20]. (2) Given the product [O:1]1[CH:5]=[CH:4][CH:3]=[C:2]1[CH2:6][N:7]1[C:15]2[C:10](=[CH:11][CH:12]=[CH:13][CH:14]=2)[C:9]([CH:16]2[CH2:21][CH2:20][N:19]([CH2:32][C:30]3[CH:29]=[CH:28][C:27]([O:34][CH3:35])=[C:26]([CH:31]=3)[C:25]([OH:36])=[O:24])[CH2:18][CH2:17]2)=[CH:8]1, predict the reactants needed to synthesize it. The reactants are: [O:1]1[CH:5]=[CH:4][CH:3]=[C:2]1[CH2:6][N:7]1[C:15]2[C:10](=[CH:11][CH:12]=[CH:13][CH:14]=2)[C:9]([CH:16]2[CH2:21][CH2:20][NH:19][CH2:18][CH2:17]2)=[CH:8]1.C([O:24][C:25](=[O:36])[C:26]1[CH:31]=[C:30]([CH2:32]Br)[CH:29]=[CH:28][C:27]=1[O:34][CH3:35])C. (3) Given the product [CH3:1][O:2][C:3]([C:5]1[C:13]2[C:12](=[O:14])[N:11]([CH3:15])[C:10](=[O:16])[N:9]([CH:17]([CH3:19])[CH3:18])[C:8]=2[S:7][C:6]=1[CH2:20][C:5]1[C:6]([CH3:20])=[N:23][N:22]([C:24]2[CH:29]=[CH:28][CH:27]=[CH:26][N:25]=2)[C:13]=1[CH3:8])=[O:4], predict the reactants needed to synthesize it. The reactants are: [CH3:1][O:2][C:3]([C:5]1[C:13]2[C:12](=[O:14])[N:11]([CH3:15])[C:10](=[O:16])[N:9]([CH:17]([CH3:19])[CH3:18])[C:8]=2[S:7][C:6]=1[CH2:20]Br)=[O:4].[NH:22]([C:24]1[CH:29]=[CH:28][CH:27]=[CH:26][N:25]=1)[NH2:23]. (4) Given the product [CH2:1]([C:3]1[CH:8]=[C:7]([OH:9])[C:6]([F:18])=[CH:5][C:4]=1[C:19]1[N:24]=[C:23]([NH:25][CH2:26][C:27]2[CH:32]=[CH:31][CH:30]=[CH:29][C:28]=2[N:33]([CH3:43])[S:34]([C:37]2[CH:38]=[CH:39][CH:40]=[CH:41][CH:42]=2)(=[O:35])=[O:36])[C:22]2[C:44]([C:65]([NH2:64])=[O:71])=[N:45][NH:46][C:21]=2[CH:20]=1)[CH3:2], predict the reactants needed to synthesize it. The reactants are: [CH2:1]([C:3]1[CH:8]=[C:7]([O:9]COCC[Si](C)(C)C)[C:6]([F:18])=[CH:5][C:4]=1[C:19]1[N:24]=[C:23]([NH:25][CH2:26][C:27]2[CH:32]=[CH:31][CH:30]=[CH:29][C:28]=2[N:33]([CH3:43])[S:34]([C:37]2[CH:42]=[CH:41][CH:40]=[CH:39][CH:38]=2)(=[O:36])=[O:35])[C:22]2[C:44](I)=[N:45][N:46](COCC[Si](C)(C)C)[C:21]=2[CH:20]=1)[CH3:2].C1C[CH2:65][N:64]2C(=NCCC2)CC1.CN1CC[O:71]CC1.C(OC(Cl)=O)C(C)C.N.